This data is from Kir2.1 potassium channel HTS with 301,493 compounds. The task is: Binary Classification. Given a drug SMILES string, predict its activity (active/inactive) in a high-throughput screening assay against a specified biological target. (1) The drug is S(c1ncnc2c1cccc2)CC(=O)NCC(=O)c1ccccc1. The result is 0 (inactive). (2) The drug is O(C(=O)N1CCN(CC1)CCC(=O)Nc1c(OC)cc(OC)cc1)CC. The result is 0 (inactive). (3) The molecule is O(C(=O)C(NC(=O)CCC(=O)c1ccc(OC)cc1)Cc1ccccc1)CC. The result is 0 (inactive). (4) The compound is S(=O)(=O)(N1CCCc2c1cccc2)c1ccccc1. The result is 1 (active). (5) The compound is s1c(C(N2CC(OC(C2)C)C)c2ccc(cc2)C)c(O)n2nc(nc12)C. The result is 0 (inactive). (6) The molecule is O=C1N(NC(=O)C)C(Nc2c1cccc2)c1c(O)cccc1. The result is 0 (inactive).